Dataset: Full USPTO retrosynthesis dataset with 1.9M reactions from patents (1976-2016). Task: Predict the reactants needed to synthesize the given product. (1) Given the product [OH:13][CH2:14][C@H:15]1[CH2:20][CH2:19][CH2:18][C:17](=[O:21])[N:16]1[CH2:22][C:23]#[C:24][CH2:25][O:26][CH2:27][C:28]#[N:29], predict the reactants needed to synthesize it. The reactants are: FC(F)(F)C(O)=O.C(OC([O:13][CH2:14][C@H:15]1[CH2:20][CH2:19][CH2:18][C:17](=[O:21])[N:16]1[CH2:22][C:23]#[C:24][CH2:25][O:26][CH2:27][C:28]#[N:29])C)C. (2) Given the product [CH3:1][C:2]1[CH:7]=[C:6]([C:8](=[O:27])[CH2:9][CH2:10][C:11]2[S:12][C:13]3[CH:22]=[C:21]([C:23]([F:24])([F:25])[F:26])[CH:20]=[CH:19][C:14]=3[C:15]=2[CH2:16][CH2:17][CH3:18])[CH:5]=[CH:4][C:3]=1[CH2:28][CH2:29][C:30]([OH:32])=[O:31], predict the reactants needed to synthesize it. The reactants are: [CH3:1][C:2]1[CH:7]=[C:6]([C:8](=[O:27])[CH2:9][CH2:10][C:11]2[S:12][C:13]3[CH:22]=[C:21]([C:23]([F:26])([F:25])[F:24])[CH:20]=[CH:19][C:14]=3[C:15]=2[CH2:16][CH2:17][CH3:18])[CH:5]=[CH:4][C:3]=1[CH2:28][CH2:29][C:30]([O:32]C)=[O:31].C(C1C2C=CC(C(F)(F)F)=CC=2SC=1CO)CC.